This data is from Catalyst prediction with 721,799 reactions and 888 catalyst types from USPTO. The task is: Predict which catalyst facilitates the given reaction. (1) Reactant: [C:1]([NH2:5])(=[O:4])[CH:2]=[CH2:3].C(N)(=O)C=C.[O:11]=[C:12]1[CH2:19][C:16](C)(C)CC(C)=C1.CC1(C)CC(CN)(C)CC(N)C1.[NH:33]1[CH2:39][CH2:38][CH2:37]N[CH2:35][CH2:34]1.C(Cl)(=O)C=C. Product: [C:1]([N:5]1[CH2:37][CH2:38][CH2:39][N:33]([C:12](=[O:11])[CH:19]=[CH2:16])[CH2:34][CH2:35]1)(=[O:4])[CH:2]=[CH2:3]. The catalyst class is: 66. (2) Reactant: [N+:1]([C:4]1[CH:9]=[CH:8][C:7]([NH:10][CH2:11][CH2:12][NH:13][C:14](=[O:19])[C:15]([F:18])([F:17])[F:16])=[C:6]([CH3:20])[CH:5]=1)([O-])=O.CO.Cl. Product: [NH2:1][C:4]1[CH:9]=[CH:8][C:7]([NH:10][CH2:11][CH2:12][NH:13][C:14](=[O:19])[C:15]([F:16])([F:17])[F:18])=[C:6]([CH3:20])[CH:5]=1. The catalyst class is: 28. (3) Reactant: [C:1](=O)([O-])[O-].[K+].[K+].CI.[Cl:9][C:10]1[CH:15]=[C:14](/[C:16](/[C:23]2[CH:28]=[CH:27][C:26]([CH2:29][CH3:30])=[C:25]([O:31][CH3:32])[N:24]=2)=[CH:17]\[CH:18]2[CH2:22][CH2:21][CH2:20][CH2:19]2)[CH:13]=[CH:12][C:11]=1[OH:33].O. Product: [Cl:9][C:10]1[CH:15]=[C:14](/[C:16](/[C:23]2[N:24]=[C:25]([O:31][CH3:32])[C:26]([CH2:29][CH3:30])=[CH:27][CH:28]=2)=[CH:17]\[CH:18]2[CH2:19][CH2:20][CH2:21][CH2:22]2)[CH:13]=[CH:12][C:11]=1[O:33][CH3:1]. The catalyst class is: 9. (4) Reactant: [O:1]1[CH:5]=[CH:4][CH:3]=[C:2]1[C:6]1[N:11]=[C:10]([C:12]2[S:13][CH:14]=[CH:15][N:16]=2)[N:9]=[C:8]([NH2:17])[CH:7]=1.[F:18][C:19]1[CH:24]=[CH:23][C:22]([CH2:25][C:26](Cl)=[O:27])=[CH:21][CH:20]=1. The catalyst class is: 17. Product: [F:18][C:19]1[CH:24]=[CH:23][C:22]([CH2:25][C:26]([NH:17][C:8]2[CH:7]=[C:6]([C:2]3[O:1][CH:5]=[CH:4][CH:3]=3)[N:11]=[C:10]([C:12]3[S:13][CH:14]=[CH:15][N:16]=3)[N:9]=2)=[O:27])=[CH:21][CH:20]=1. (5) Reactant: [F:1][C:2]1[CH:3]=[C:4]([CH:6]=[CH:7][C:8]=1[O:9][C:10]1[CH:15]=[CH:14][CH:13]=[C:12]([C:16]([F:19])([F:18])[F:17])[CH:11]=1)[NH2:5].Cl.[N:21]([O-:23])=[O:22].[Na+].[N+:25]([CH2:28][CH2:29][CH3:30])([O-])=O.[OH-].[Na+]. Product: [F:1][C:2]1[CH:3]=[C:4]([NH:5][N:25]=[C:28]([N+:21]([O-:23])=[O:22])[CH2:29][CH3:30])[CH:6]=[CH:7][C:8]=1[O:9][C:10]1[CH:15]=[CH:14][CH:13]=[C:12]([C:16]([F:17])([F:18])[F:19])[CH:11]=1. The catalyst class is: 40. (6) Reactant: [C:1]([C:5]1[CH:10]=[CH:9][C:8]([C:11]2[S:15][CH:14]=[C:13]([C:16](=[N:18][NH:19][C:20]([NH:22][C:23]3[S:27][C:26]([C:28]([O:30]C)=[O:29])=[CH:25][CH:24]=3)=[S:21])[CH3:17])[C:12]=2[OH:32])=[CH:7][CH:6]=1)([CH3:4])([CH3:3])[CH3:2].[OH-].[Na+].Cl. The catalyst class is: 32. Product: [C:1]([C:5]1[CH:10]=[CH:9][C:8]([C:11]2[S:15][CH:14]=[C:13]([C:16](=[N:18][NH:19][C:20]([NH:22][C:23]3[S:27][C:26]([C:28]([OH:30])=[O:29])=[CH:25][CH:24]=3)=[S:21])[CH3:17])[C:12]=2[OH:32])=[CH:7][CH:6]=1)([CH3:2])([CH3:3])[CH3:4]. (7) Reactant: [CH2:13]([C:3]([CH2:13][CH3:14])([C:10]([O-:12])=[O:12])[C:4]([O:6][CH2:4][CH2:3][CH3:10])=[O:6])[CH3:14].CC[O-].[Na+].[C:19](O)(=O)C.[CH:23]([NH2:25])=[NH:24]. Product: [OH:6][C:4]1[C:3]([CH2:13][CH2:14][CH3:19])=[C:10]([OH:12])[N:25]=[CH:23][N:24]=1. The catalyst class is: 14.